Dataset: Reaction yield outcomes from USPTO patents with 853,638 reactions. Task: Predict the reaction yield, written as a fraction of the theoretical maximum amount of product (1.0 means a 100% yield; for example, 0.34 means a 34% yield). (1) The reactants are [C:1](=[O:16])([O:14][CH3:15])[O:2][C:3]1[CH:8]=[CH:7][C:6]([F:9])=[CH:5][C:4]=1[C:10]([CH3:13])([CH3:12])[CH3:11].[N+:17]([O-:20])([OH:19])=[O:18]. The catalyst is OS(O)(=O)=O. The product is [C:1](=[O:16])([O:14][CH3:15])[O:2][C:3]1[CH:8]=[C:7]([N+:17]([O-:19])=[O:18])[C:6]([F:9])=[CH:5][C:4]=1[C:10]([CH3:11])([CH3:12])[CH3:13].[C:1](=[O:16])([O:14][CH3:15])[O:2][C:3]1[C:8]([N+:17]([O-:20])=[O:18])=[CH:7][C:6]([F:9])=[CH:5][C:4]=1[C:10]([CH3:11])([CH3:12])[CH3:13]. The yield is 0.550. (2) The reactants are [CH3:1][O:2][C:3]1[CH:4]=[C:5]2[C:10](=[CH:11][C:12]=1[O:13][CH3:14])[N:9]=[CH:8][N:7]=[C:6]2[O:15][C:16]1[CH:22]=[CH:21][C:19]([NH2:20])=[CH:18][CH:17]=1.[CH2:23]([N:25]([CH2:28][CH3:29])[CH2:26][CH3:27])[CH3:24].[C:30](Cl)(Cl)=[S:31].[CH2:34]([N:36](CC)CC(N)C)C. The catalyst is CN(C)C=O.C(OCC)(=O)C. The product is [CH3:1][O:2][C:3]1[CH:4]=[C:5]2[C:10](=[CH:11][C:12]=1[O:13][CH3:14])[N:9]=[CH:8][N:7]=[C:6]2[O:15][C:16]1[CH:22]=[CH:21][C:19]([NH:20][C:30]([NH:36][CH2:34][CH2:24][CH2:23][N:25]([CH2:28][CH3:29])[CH2:26][CH3:27])=[S:31])=[CH:18][CH:17]=1. The yield is 0.120.